This data is from Full USPTO retrosynthesis dataset with 1.9M reactions from patents (1976-2016). The task is: Predict the reactants needed to synthesize the given product. The reactants are: [CH3:1][O:2][C:3]1[CH:41]=[C:40]([O:42][CH3:43])[CH:39]=[CH:38][C:4]=1[CH2:5][NH:6][C:7]1[CH:14]=[CH:13][C:10]([C:11]#[N:12])=[CH:9][C:8]=1[NH:15][C:16]1[N:21]=[C:20]([NH:22][C@H:23]2[C:32]3[C:27](=[C:28]([F:34])[CH:29]=[C:30]([F:33])[CH:31]=3)[O:26][CH2:25][CH2:24]2)[C:19]([N+:35]([O-])=O)=[CH:18][N:17]=1.S(S([O-])=O)([O-])=O.[Na+].[Na+].C(=O)(O)[O-].[Na+].CO. Given the product [CH3:1][O:2][C:3]1[CH:41]=[C:40]([O:42][CH3:43])[CH:39]=[CH:38][C:4]=1[CH2:5][NH:6][C:7]1[CH:14]=[CH:13][C:10]([C:11]#[N:12])=[CH:9][C:8]=1[NH:15][C:16]1[N:21]=[C:20]([NH:22][C@H:23]2[C:32]3[C:27](=[C:28]([F:34])[CH:29]=[C:30]([F:33])[CH:31]=3)[O:26][CH2:25][CH2:24]2)[C:19]([NH2:35])=[CH:18][N:17]=1, predict the reactants needed to synthesize it.